This data is from Full USPTO retrosynthesis dataset with 1.9M reactions from patents (1976-2016). The task is: Predict the reactants needed to synthesize the given product. (1) Given the product [CH:15]1([CH2:16][O:20][C:13]2[CH:14]=[C:15](/[CH:16]=[C:7](\[CH3:1])/[C:11]([N:8]3[C@H:7]([C:1]4[CH:2]=[CH:3][CH:4]=[CH:5][CH:6]=4)[CH2:11][O:10][C:9]3=[O:12])=[O:10])[CH:22]=[CH:21][C:25]=2[O:24][CH3:23])[CH2:13][CH2:14]1, predict the reactants needed to synthesize it. The reactants are: [C:1]1([C@@H:7]2[CH2:11][O:10][C:9](=[O:12])[NH:8]2)[CH:6]=[CH:5][CH:4]=[CH:3][CH:2]=1.[CH2:13]([Li])[CH2:14][CH2:15][CH3:16].[NH4+].[Cl-].[OH2:20].[CH2:21]1[CH2:25][O:24][CH2:23][CH2:22]1. (2) Given the product [C:8]([CH2:9][N:1]1[CH2:6][CH2:5][NH:4][CH2:3][CH2:2]1)#[N:7].[NH:7]1[CH2:12][CH2:11][CH2:10][CH2:9][CH2:8]1, predict the reactants needed to synthesize it. The reactants are: [NH:1]1[CH2:6][CH2:5][NH:4][CH2:3][CH2:2]1.[NH:7]1[CH2:12][CH2:11][CH2:10][CH2:9][CH2:8]1. (3) Given the product [CH:1]1([C:7]2[C:15]3[C:10](=[CH:11][C:12]([C:16]([NH2:31])=[O:18])=[CH:13][CH:14]=3)[N:9]([CH2:19][C:20]([N:22]([CH3:24])[CH3:23])=[O:21])[C:8]=2[C:25]2[CH:30]=[CH:29][CH:28]=[CH:27][CH:26]=2)[CH2:2][CH2:3][CH2:4][CH2:5][CH2:6]1, predict the reactants needed to synthesize it. The reactants are: [CH:1]1([C:7]2[C:15]3[C:10](=[CH:11][C:12]([C:16]([OH:18])=O)=[CH:13][CH:14]=3)[N:9]([CH2:19][C:20]([N:22]([CH3:24])[CH3:23])=[O:21])[C:8]=2[C:25]2[CH:30]=[CH:29][CH:28]=[CH:27][CH:26]=2)[CH2:6][CH2:5][CH2:4][CH2:3][CH2:2]1.[N:31]1C=CC=CC=1.C(OC(OC(C)(C)C)=O)(OC(C)(C)C)=O. (4) The reactants are: [CH:1]12[N:8]([C:9]3[CH:10]=[CH:11][C:12]([NH:15][C:16]4[C:17](=[O:24])[N:18]([CH3:23])[CH:19]=[C:20]([Br:22])[CH:21]=4)=[N:13][CH:14]=3)[CH:5]([CH2:6][CH2:7]1)[CH2:4][NH:3][CH2:2]2.[O:25]1[CH2:28][C:27](=O)[CH2:26]1.[BH3-]C#N.[Na+].O. Given the product [Br:22][C:20]1[CH:21]=[C:16]([NH:15][C:12]2[CH:11]=[CH:10][C:9]([N:8]3[CH:5]4[CH2:6][CH2:7][CH:1]3[CH2:2][N:3]([CH:27]3[CH2:28][O:25][CH2:26]3)[CH2:4]4)=[CH:14][N:13]=2)[C:17](=[O:24])[N:18]([CH3:23])[CH:19]=1, predict the reactants needed to synthesize it.